From a dataset of Catalyst prediction with 721,799 reactions and 888 catalyst types from USPTO. Predict which catalyst facilitates the given reaction. Reactant: Cl[CH:2]([C:14]1[CH:19]=[CH:18][CH:17]=[CH:16][CH:15]=1)[C:3]([C:5]1[C:13]2[C:8](=[CH:9][CH:10]=[CH:11][CH:12]=2)[NH:7][CH:6]=1)=[O:4].[CH3:20][O:21][C:22]1[CH:23]=[C:24]([CH:26]=[C:27]([O:29][CH3:30])[CH:28]=1)[NH2:25].C(N(CC)CC)C. Product: [CH3:30][O:29][C:27]1[CH:26]=[C:24]([NH:25][CH:2]([C:14]2[CH:19]=[CH:18][CH:17]=[CH:16][CH:15]=2)[C:3]([C:5]2[C:13]3[C:8](=[CH:9][CH:10]=[CH:11][CH:12]=3)[NH:7][CH:6]=2)=[O:4])[CH:23]=[C:22]([O:21][CH3:20])[CH:28]=1. The catalyst class is: 3.